Dataset: Forward reaction prediction with 1.9M reactions from USPTO patents (1976-2016). Task: Predict the product of the given reaction. (1) Given the reactants [N:1]1([CH2:7][CH:8]2[CH2:13][CH2:12][N:11]([C:14](OC(C)(C)C)=O)[CH2:10][CH2:9]2)[CH2:6][CH2:5][CH2:4][CH2:3][CH2:2]1.C(O)(C(F)(F)F)=O.[CH3:28][O:29][C:30]1[CH:35]=C(F)[CH:33]=[CH:32][C:31]=1[N+:37]([O-:39])=[O:38].C([O-])([O-])=O.[K+].[K+], predict the reaction product. The product is: [CH3:28][O:29][C:30]1[CH:35]=[C:14]([N:11]2[CH2:10][CH2:9][CH:8]([CH2:7][N:1]3[CH2:2][CH2:3][CH2:4][CH2:5][CH2:6]3)[CH2:13][CH2:12]2)[CH:33]=[CH:32][C:31]=1[N+:37]([O-:39])=[O:38]. (2) Given the reactants [NH2:1][C:2]1[C:7]([Cl:8])=[C:6]([O:9][CH2:10][CH:11]([O:14][CH3:15])[O:12][CH3:13])[CH:5]=[CH:4][C:3]=1[C:16](=[O:18])[CH3:17].[CH:19]([C:22]1[N:23]=[C:24]([C:27](O)=[O:28])[S:25][CH:26]=1)([CH3:21])[CH3:20].O=P(Cl)(Cl)Cl, predict the reaction product. The product is: [C:16]([C:3]1[C:2]([NH:1][C:27]([C:24]2[S:25][CH:26]=[C:22]([CH:19]([CH3:21])[CH3:20])[N:23]=2)=[O:28])=[C:7]([Cl:8])[C:6]([O:9][CH2:10][CH:11]([O:12][CH3:13])[O:14][CH3:15])=[CH:5][CH:4]=1)(=[O:18])[CH3:17]. (3) Given the reactants C(OC([N:8]([CH2:21][C@@H:22]1[C@@H:26]([C:27]2[CH:32]=[CH:31][CH:30]=[CH:29][CH:28]=2)[CH2:25][N:24]([C:33]([NH:35][C@H:36]2[CH2:41][CH2:40][C@H:39]([C:42]([OH:44])=[O:43])[CH2:38][CH2:37]2)=[O:34])[CH2:23]1)[C@@H:9]([C:11]1[C:20]2[C:15](=[CH:16][CH:17]=[CH:18][CH:19]=2)[CH:14]=[CH:13][CH:12]=1)[CH3:10])=O)(C)(C)C.Cl.O1CCOCC1, predict the reaction product. The product is: [C:11]1([C@H:9]([NH:8][CH2:21][C@@H:22]2[C@@H:26]([C:27]3[CH:28]=[CH:29][CH:30]=[CH:31][CH:32]=3)[CH2:25][N:24]([C:33]([NH:35][C@H:36]3[CH2:41][CH2:40][C@H:39]([C:42]([OH:44])=[O:43])[CH2:38][CH2:37]3)=[O:34])[CH2:23]2)[CH3:10])[C:20]2[C:15](=[CH:16][CH:17]=[CH:18][CH:19]=2)[CH:14]=[CH:13][CH:12]=1. (4) Given the reactants [Br:1][C:2]1[CH:3]=[C:4]([CH:9]=[C:10]([CH2:12]Br)[CH:11]=1)[C:5]([O:7]C)=[O:6].[OH:14][CH2:15][C:16]1([C:29]2[CH:34]=[CH:33][CH:32]=[CH:31][CH:30]=2)[CH2:21][CH2:20][N:19]([C:22]([O:24][C:25]([CH3:28])([CH3:27])[CH3:26])=[O:23])[CH2:18][CH2:17]1.[H-].[Na+].O.[OH-].[Li+], predict the reaction product. The product is: [Br:1][C:2]1[CH:3]=[C:4]([CH:9]=[C:10]([CH2:12][O:14][CH2:15][C:16]2([C:29]3[CH:30]=[CH:31][CH:32]=[CH:33][CH:34]=3)[CH2:21][CH2:20][N:19]([C:22]([O:24][C:25]([CH3:27])([CH3:28])[CH3:26])=[O:23])[CH2:18][CH2:17]2)[CH:11]=1)[C:5]([OH:7])=[O:6]. (5) Given the reactants [C:1]([O:5][C:6](=[O:28])[CH2:7][N:8]1[C:16]2[C:11](=[CH:12][C:13]([O:17]CC3C=CC=CC=3)=[CH:14][CH:15]=2)[C:10]([C:25](=[O:27])[CH3:26])=[CH:9]1)([CH3:4])([CH3:3])[CH3:2].C(OC1C=C2C(=CC=1)NC=C2)C1C=CC=CC=1, predict the reaction product. The product is: [C:1]([O:5][C:6](=[O:28])[CH2:7][N:8]1[C:16]2[C:11](=[CH:12][C:13]([OH:17])=[CH:14][CH:15]=2)[C:10]([C:25](=[O:27])[CH3:26])=[CH:9]1)([CH3:4])([CH3:2])[CH3:3]. (6) Given the reactants [Br:1]N1C(=O)CCC1=O.[CH3:9][C:10]1[C:11]2[N:12]([C:16]([C@@H:19]3[CH2:23][CH2:22][CH2:21][N:20]3[C:24]([O:26][CH2:27][C:28]3[CH:33]=[CH:32][CH:31]=[CH:30][CH:29]=3)=[O:25])=[N:17][CH:18]=2)[CH:13]=[CH:14][N:15]=1.O.C(OCC)(=O)C, predict the reaction product. The product is: [Br:1][C:18]1[N:17]=[C:16]([C@@H:19]2[CH2:23][CH2:22][CH2:21][N:20]2[C:24]([O:26][CH2:27][C:28]2[CH:33]=[CH:32][CH:31]=[CH:30][CH:29]=2)=[O:25])[N:12]2[CH:13]=[CH:14][N:15]=[C:10]([CH3:9])[C:11]=12. (7) Given the reactants [F:1][C:2]1[CH:26]=[C:25]([F:27])[CH:24]=[CH:23][C:3]=1[CH2:4][N:5]1[C:14]2[C:9](=[CH:10][CH:11]=[CH:12][CH:13]=2)[CH2:8][CH:7]([NH:15]C(=O)OC(C)(C)C)[CH2:6]1.[F:28][C:29]([F:34])([F:33])[C:30]([OH:32])=[O:31], predict the reaction product. The product is: [F:1][C:2]1[CH:26]=[C:25]([F:27])[CH:24]=[CH:23][C:3]=1[CH2:4][N:5]1[C:14]2[C:9](=[CH:10][CH:11]=[CH:12][CH:13]=2)[CH2:8][CH:7]([NH2:15])[CH2:6]1.[C:30]([OH:32])([C:29]([F:34])([F:33])[F:28])=[O:31]. (8) Given the reactants Br[C:2]1[CH:3]=[C:4]([Cl:28])[C:5]([N:19]([CH2:24][CH:25]([CH3:27])[CH3:26])[CH2:20][CH:21]([CH3:23])[CH3:22])=[C:6]([NH:8][C:9]([NH:11][C:12]2[CH:17]=[CH:16][C:15]([CH3:18])=[CH:14][CH:13]=2)=[O:10])[CH:7]=1.[C:29]([C:32]1[CH:37]=[CH:36][CH:35]=[CH:34][C:33]=1B(O)O)([OH:31])=[O:30].C(N(CCC(F)(F)F)C1C=CC(Br)=CC=1NC(NC1C=CC(C)=CC=1)=O)C1C=CC=CC=1, predict the reaction product. The product is: [Cl:28][C:4]1[CH:3]=[C:2]([C:33]2[C:32]([C:29]([OH:31])=[O:30])=[CH:37][CH:36]=[CH:35][CH:34]=2)[CH:7]=[C:6]([NH:8][C:9]([NH:11][C:12]2[CH:17]=[CH:16][C:15]([CH3:18])=[CH:14][CH:13]=2)=[O:10])[C:5]=1[N:19]([CH2:24][CH:25]([CH3:27])[CH3:26])[CH2:20][CH:21]([CH3:23])[CH3:22].